Predict the product of the given reaction. From a dataset of Forward reaction prediction with 1.9M reactions from USPTO patents (1976-2016). (1) Given the reactants Br[C:2]1[CH:7]=[C:6]([CH3:8])[C:5]([NH:9][C:10]([NH:12][C:13]2[C:14]([C:23]([NH:25][C@@H:26]([CH:31]3[CH2:36][CH2:35][CH2:34][CH2:33][CH2:32]3)[C:27]([O:29][CH3:30])=[O:28])=[O:24])=[CH:15][C:16]3[C:21]([CH:22]=2)=[CH:20][CH:19]=[CH:18][CH:17]=3)=[O:11])=[C:4]([CH3:37])[CH:3]=1.[CH2:38]([Sn](CCCC)(CCCC)CC=C)[CH2:39][CH2:40]C, predict the reaction product. The product is: [CH:31]1([C@H:26]([NH:25][C:23]([C:14]2[C:13]([NH:12][C:10]([NH:9][C:5]3[C:4]([CH3:37])=[CH:3][C:2]([CH2:40][CH:39]=[CH2:38])=[CH:7][C:6]=3[CH3:8])=[O:11])=[CH:22][C:21]3[C:16](=[CH:17][CH:18]=[CH:19][CH:20]=3)[CH:15]=2)=[O:24])[C:27]([O:29][CH3:30])=[O:28])[CH2:36][CH2:35][CH2:34][CH2:33][CH2:32]1. (2) Given the reactants [Cl-].O[NH3+:3].[C:4](=[O:7])([O-])[OH:5].[Na+].CS(C)=O.[CH2:13]([C:17]1[N:18]=[C:19]([CH3:50])[N:20]([CH2:39][C:40]([C:42]2[CH:47]=[CH:46][C:45]([O:48][CH3:49])=[CH:44][CH:43]=2)=[O:41])[C:21](=[O:38])[C:22]=1[CH2:23][C:24]1[CH:29]=[CH:28][C:27]([C:30]2[C:31]([C:36]#[N:37])=[CH:32][CH:33]=[CH:34][CH:35]=2)=[CH:26][CH:25]=1)[CH2:14][CH2:15][CH3:16], predict the reaction product. The product is: [CH2:13]([C:17]1[N:18]=[C:19]([CH3:50])[N:20]([CH2:39][C:40]([C:42]2[CH:47]=[CH:46][C:45]([O:48][CH3:49])=[CH:44][CH:43]=2)=[O:41])[C:21](=[O:38])[C:22]=1[CH2:23][C:24]1[CH:25]=[CH:26][C:27]([C:30]2[CH:35]=[CH:34][CH:33]=[CH:32][C:31]=2[C:36]2[NH:3][C:4](=[O:7])[O:5][N:37]=2)=[CH:28][CH:29]=1)[CH2:14][CH2:15][CH3:16]. (3) Given the reactants [Cl:1][C:2]1[CH:7]=[C:6](Cl)[N:5]=[CH:4][N:3]=1.C(=O)([O-])[O-].[K+].[K+].[F:15][C:16]([F:27])([F:26])[C:17]1[CH:22]=[CH:21][C:20](B(O)O)=[CH:19][CH:18]=1.[Cl-].[NH4+], predict the reaction product. The product is: [Cl:1][C:2]1[CH:7]=[C:6]([C:20]2[CH:21]=[CH:22][C:17]([C:16]([F:27])([F:26])[F:15])=[CH:18][CH:19]=2)[N:5]=[CH:4][N:3]=1. (4) Given the reactants [Cl:1][C:2]1[C:10]([Cl:11])=[CH:9][CH:8]=[CH:7][C:3]=1[C:4]([OH:6])=O.ClC1C(C(F)(F)F)=CC=CC=1C(O)=O.ClC1C(C(F)(F)F)=CC=CC=1C([N:39]1[CH2:48][CH2:47][C:46]2[C:45]([C:49]3[N:53](C4CCCCO4)[N:52]=[CH:51][CH:50]=3)=[N:44][C:43]([CH3:60])=[N:42][C:41]=2[CH2:40]1)=O, predict the reaction product. The product is: [Cl:1][C:2]1[C:10]([Cl:11])=[CH:9][CH:8]=[CH:7][C:3]=1[C:4]([N:39]1[CH2:48][CH2:47][C:46]2[C:45]([C:49]3[NH:53][N:52]=[CH:51][CH:50]=3)=[N:44][C:43]([CH3:60])=[N:42][C:41]=2[CH2:40]1)=[O:6]. (5) Given the reactants [CH3:1][N:2]([CH3:28])[C:3]([C:5]1[C:15]([CH2:16][CH2:17][C@H:18]([C:20]2[CH:25]=[CH:24][CH:23]=[CH:22][C:21]=2[F:26])O)=[C:14]([OH:27])[C:8]2[N:9]=[C:10]([CH3:13])[N:11]([CH3:12])[C:7]=2[CH:6]=1)=[O:4].C1(P(C2C=CC=CC=2)C2C=CC=CC=2)C=CC=CC=1.CC(OC(/N=N/C(OC(C)C)=O)=O)C, predict the reaction product. The product is: [CH3:1][N:2]([CH3:28])[C:3]([C:5]1[C:15]2[CH2:16][CH2:17][C@@H:18]([C:20]3[CH:25]=[CH:24][CH:23]=[CH:22][C:21]=3[F:26])[O:27][C:14]=2[C:8]2[N:9]=[C:10]([CH3:13])[N:11]([CH3:12])[C:7]=2[CH:6]=1)=[O:4]. (6) Given the reactants CC1(C)C[CH:10]([NH2:12])[C:9]2[C:4](=[CH:5][CH:6]=[CH:7]C=2)[O:3]1.[N:14]1[CH:19]=[CH:18][CH:17]=[CH:16][C:15]=1[CH2:20][C:21]([OH:23])=O.CCN=C=NCCCN(C)C.[ClH:35].[CH:36]1[CH:37]=[CH:38][C:39]2N(O)N=N[C:40]=2[CH:41]=1.C(N(CC)CC)C, predict the reaction product. The product is: [Cl:35][C:36]1[CH:41]=[C:40]2[C:39](=[CH:38][CH:37]=1)[O:3][C:4]1([CH2:5][CH2:6][CH2:7]1)[CH2:9][CH:10]2[NH:12][C:21](=[O:23])[CH2:20][C:15]1[CH:16]=[CH:17][CH:18]=[CH:19][N:14]=1. (7) Given the reactants [CH2:1]([C:3]1[CH:4]=[C:5]([CH:9]([C:11]2[N:12]([CH3:22])[N:13]=[C:14]([C:16]3[CH:21]=[CH:20][CH:19]=[CH:18][CH:17]=3)[N:15]=2)[OH:10])[CH:6]=[CH:7][CH:8]=1)[CH3:2].CN1C=NC(C2C=CC=CC=2)=N1.C(C1C=CC([F:45])=C(C=1)C=O)C, predict the reaction product. The product is: [CH2:1]([C:3]1[CH:8]=[CH:7][C:6]([F:45])=[C:5]([CH:9]([C:11]2[N:12]([CH3:22])[N:13]=[C:14]([C:16]3[CH:17]=[CH:18][CH:19]=[CH:20][CH:21]=3)[N:15]=2)[OH:10])[CH:4]=1)[CH3:2]. (8) Given the reactants [F:1][C:2]([F:30])([F:29])[C:3]1[CH:4]=[C:5]([CH:22]=[C:23]([C:25]([F:28])([F:27])[F:26])[CH:24]=1)[CH2:6][O:7][CH2:8][CH:9]([N:16]1[CH2:21][CH2:20][NH:19][CH2:18][CH2:17]1)[C:10]1[CH:15]=[CH:14][CH:13]=[CH:12][CH:11]=1.C[O:32][C:33]([NH:35][NH:36][C:37](=[NH:40])[CH2:38]Cl)=O, predict the reaction product. The product is: [F:30][C:2]([F:1])([F:29])[C:3]1[CH:4]=[C:5]([CH:22]=[C:23]([C:25]([F:26])([F:27])[F:28])[CH:24]=1)[CH2:6][O:7][CH2:8][CH:9]([N:16]1[CH2:21][CH2:20][N:19]([CH2:38][C:37]2[NH:40][C:33](=[O:32])[NH:35][N:36]=2)[CH2:18][CH2:17]1)[C:10]1[CH:15]=[CH:14][CH:13]=[CH:12][CH:11]=1. (9) Given the reactants S([O-])([O-])=O.[Na+].[Na+].[C:7](=O)(O)[O-].[Na+].[Br:12][C:13]1[C:21]([S:22](Cl)(=[O:24])=[O:23])=[CH:20][C:16]([C:17]([OH:19])=[O:18])=[C:15]([CH3:26])[CH:14]=1.IC, predict the reaction product. The product is: [Br:12][C:13]1[C:21]([S:22]([CH3:7])(=[O:24])=[O:23])=[CH:20][C:16]([C:17]([OH:19])=[O:18])=[C:15]([CH3:26])[CH:14]=1.